This data is from Full USPTO retrosynthesis dataset with 1.9M reactions from patents (1976-2016). The task is: Predict the reactants needed to synthesize the given product. (1) Given the product [N:22]([C:19]1[CH:18]=[CH:17][C:16]([O:15][C:10]2[C:9]([C:7]3[CH:6]=[CH:5][N:4]=[C:3]([S:2][CH3:1])[N:8]=3)=[CH:14][CH:13]=[CH:12][N:11]=2)=[CH:21][CH:20]=1)=[C:23]=[S:38], predict the reactants needed to synthesize it. The reactants are: [CH3:1][S:2][C:3]1[N:8]=[C:7]([C:9]2[C:10]([O:15][C:16]3[CH:21]=[CH:20][C:19]([NH2:22])=[CH:18][CH:17]=3)=[N:11][CH:12]=[CH:13][CH:14]=2)[CH:6]=[CH:5][N:4]=1.[C:23](=[S:38])(OC1C=CC=CN=1)OC1C=CC=CN=1. (2) Given the product [CH3:1][C:2]([C:3]1[CH2:7][CH:6]=[CH:5][CH:4]=1)([CH3:11])[CH2:8][CH2:9][CH3:10], predict the reactants needed to synthesize it. The reactants are: [CH3:1][C:2]([CH2:8][CH2:9][CH3:10])=[C:3]1[CH:7]=[CH:6][CH:5]=[CH:4]1.[CH3:11][Li]. (3) Given the product [NH2:17][C:12]1[C:11]2=[C:10]([C:18]3[CH:19]=[CH:20][C:21]4[C:25]([CH:26]=3)=[N:24][N:23]([CH2:27][C:28]3[CH:29]=[CH:30][CH:31]=[CH:32][CH:33]=3)[CH:22]=4)[CH:9]=[C:8]([C:5]3[CH:6]=[CH:7][C:2]([NH:1][S:35]([CH3:34])(=[O:37])=[O:36])=[CH:3][CH:4]=3)[N:16]2[N:15]=[CH:14][N:13]=1, predict the reactants needed to synthesize it. The reactants are: [NH2:1][C:2]1[CH:7]=[CH:6][C:5]([C:8]2[N:16]3[C:11]([C:12]([NH2:17])=[N:13][CH:14]=[N:15]3)=[C:10]([C:18]3[CH:19]=[CH:20][C:21]4[C:25]([CH:26]=3)=[N:24][N:23]([CH2:27][C:28]3[CH:33]=[CH:32][CH:31]=[CH:30][CH:29]=3)[CH:22]=4)[CH:9]=2)=[CH:4][CH:3]=1.[CH3:34][S:35](Cl)(=[O:37])=[O:36]. (4) Given the product [Cl:24][C:25]1[CH:30]=[CH:29][C:28]([C@@H:31]2[CH2:35][N:34]([C:36]3[CH:41]=[CH:40][C:39](=[O:42])[NH:38][N:37]=3)[CH2:33][C@H:32]2[C:43]([OH:45])=[O:44])=[CH:27][CH:26]=1, predict the reactants needed to synthesize it. The reactants are: ClC1C=CC([C@@H]2CN(C3N=NC(Cl)=CC=3)C[C@H]2C(OC)=O)=CC=1.[Cl:24][C:25]1[CH:30]=[CH:29][C:28]([C@@H:31]2[CH2:35][N:34]([C:36]3[CH:41]=[CH:40][C:39](=[O:42])[NH:38][N:37]=3)[CH2:33][C@H:32]2[C:43]([O:45]C)=[O:44])=[CH:27][CH:26]=1. (5) Given the product [C:1]([O:9][C@H:10]1[C@@H:14]([O:15][CH2:32][C:33]2[CH:38]=[CH:37][CH:36]=[CH:35][CH:34]=2)[CH2:13][N:12]([C:16]([O:18][CH2:19][C:20]2[CH:25]=[CH:24][CH:23]=[CH:22][CH:21]=2)=[O:17])[C@H:11]1[CH2:26][F:27])(=[O:8])[C:2]1[CH:3]=[CH:4][CH:5]=[CH:6][CH:7]=1, predict the reactants needed to synthesize it. The reactants are: [C:1]([O:9][C@H:10]1[C@H:14]([OH:15])[CH2:13][N:12]([C:16]([O:18][CH2:19][C:20]2[CH:25]=[CH:24][CH:23]=[CH:22][CH:21]=2)=[O:17])[C@H:11]1[CH2:26][F:27])(=[O:8])[C:2]1[CH:7]=[CH:6][CH:5]=[CH:4][CH:3]=1.ClC(Cl)(Cl)C(=N)O[CH2:32][C:33]1[CH:38]=[CH:37][CH:36]=[CH:35][CH:34]=1.FC(F)(F)S(O)(=O)=O.C(=O)([O-])O.[Na+]. (6) Given the product [C:1]1([C:7]2[N:8]=[CH:9][N:10]([CH2:27][O:26][CH2:25][CH2:24][Si:21]([CH3:23])([CH3:22])[CH3:20])[C:11]=2[C:12]2[CH:13]=[CH:14][CH:15]=[CH:16][CH:17]=2)[CH:6]=[CH:5][CH:4]=[CH:3][CH:2]=1, predict the reactants needed to synthesize it. The reactants are: [C:1]1([C:7]2[N:8]=[CH:9][NH:10][C:11]=2[C:12]2[CH:17]=[CH:16][CH:15]=[CH:14][CH:13]=2)[CH:6]=[CH:5][CH:4]=[CH:3][CH:2]=1.[H-].[Na+].[CH3:20][Si:21]([CH2:24][CH2:25][O:26][CH2:27]Cl)([CH3:23])[CH3:22]. (7) Given the product [CH3:13][O:12][C:11]1[C:3]([O:2][CH3:1])=[CH:4][C:5]2[S:14][C:15]([C:17]3[CH:22]=[CH:21][CH:20]=[CH:19][N:18]=3)=[N:16][C:7](=[O:9])[C:6]=2[CH:10]=1, predict the reactants needed to synthesize it. The reactants are: [CH3:1][O:2][C:3]1[C:11]([O:12][CH3:13])=[CH:10][C:6]([C:7]([OH:9])=O)=[C:5]([SH:14])[CH:4]=1.[C:15]([C:17]1[CH:22]=[CH:21][CH:20]=[CH:19][N:18]=1)#[N:16].